Binary Classification. Given a drug SMILES string, predict its activity (active/inactive) in a high-throughput screening assay against a specified biological target. From a dataset of Kir2.1 potassium channel HTS with 301,493 compounds. (1) The molecule is S=c1nc(N2CCN(CC2)CCO)c(c(n1c1ccccc1)C)C(=O)C. The result is 0 (inactive). (2) The drug is s1c(NC(=O)NCCc2c(OC)cc(OC)cc2)ccc1. The result is 0 (inactive). (3) The molecule is Clc1ccc(S(=O)(=O)N(Cc2onc(n2)c2ccncc2)C)cc1. The result is 0 (inactive). (4) The molecule is o1nc(n2nnc(c2CC)C(=O)N\N=C\c2occc2)c(n1)N. The result is 0 (inactive). (5) The compound is O=c1n(c(=O)n(c2nc(n(c12)CC(=O)c1ccccc1)CN1CC(CCC1)C)C)C. The result is 0 (inactive). (6) The drug is S(Cc1ccc(OCC)cc1)C(N)=N. The result is 0 (inactive). (7) The molecule is O(c1c(OC)cc(cc1)/C=N\n1c(nnc1C)C)CC. The result is 0 (inactive).